Dataset: Full USPTO retrosynthesis dataset with 1.9M reactions from patents (1976-2016). Task: Predict the reactants needed to synthesize the given product. Given the product [ClH:1].[CH2:2]([O:9][C:10](=[O:13])[CH2:11][NH:12][CH:14]1[CH2:19][CH2:18][CH2:17][CH2:16][CH2:15]1)[C:3]1[CH:8]=[CH:7][CH:6]=[CH:5][CH:4]=1, predict the reactants needed to synthesize it. The reactants are: [ClH:1].[CH2:2]([O:9][C:10](=[O:13])[CH2:11][NH2:12])[C:3]1[CH:8]=[CH:7][CH:6]=[CH:5][CH:4]=1.[C:14]1(=O)[CH2:19][CH2:18][CH2:17][CH2:16][CH2:15]1.